From a dataset of Reaction yield outcomes from USPTO patents with 853,638 reactions. Predict the reaction yield, written as a fraction of the theoretical maximum amount of product (1.0 means a 100% yield; for example, 0.34 means a 34% yield). The reactants are Cl[C:2]1[N:7]2[N:8]=[C:9]([C:23]3[CH:28]=[CH:27][C:26]([O:29][CH3:30])=[CH:25][CH:24]=3)[C:10]([C:11]3[CH:16]=[CH:15][N:14]=[C:13]([NH:17][CH:18]4[CH2:22][CH2:21][CH2:20][CH2:19]4)[N:12]=3)=[C:6]2[CH:5]=[CH:4][CH:3]=1.[NH2:31][CH2:32][CH2:33][N:34]1[CH2:39][CH2:38][O:37][CH2:36][CH2:35]1.C(OCC)(=O)C.CCCCCC. The catalyst is C(OCC)(=O)C. The product is [CH:18]1([NH:17][C:13]2[N:12]=[C:11]([C:10]3[C:9]([C:23]4[CH:28]=[CH:27][C:26]([O:29][CH3:30])=[CH:25][CH:24]=4)=[N:8][N:7]4[C:2]([NH:31][CH2:32][CH2:33][N:34]5[CH2:39][CH2:38][O:37][CH2:36][CH2:35]5)=[CH:3][CH:4]=[CH:5][C:6]=34)[CH:16]=[CH:15][N:14]=2)[CH2:19][CH2:20][CH2:21][CH2:22]1. The yield is 0.740.